Predict the reaction yield, written as a fraction of the theoretical maximum amount of product (1.0 means a 100% yield; for example, 0.34 means a 34% yield). From a dataset of Reaction yield outcomes from USPTO patents with 853,638 reactions. (1) The yield is 0.808. The product is [CH3:16][N:17]([C:9]([O:11][C:12]([CH3:13])([CH3:14])[CH3:15])=[O:10])[CH2:18][CH2:19]/[CH:20]=[CH:21]/[C:22]1[CH:23]=[N:24][CH:25]=[CH:26][CH:27]=1. The reactants are [C:9](O[C:9]([O:11][C:12]([CH3:15])([CH3:14])[CH3:13])=[O:10])([O:11][C:12]([CH3:15])([CH3:14])[CH3:13])=[O:10].[CH3:16][NH:17][CH2:18][CH2:19]/[CH:20]=[CH:21]/[C:22]1[CH:23]=[N:24][CH:25]=[CH:26][CH:27]=1. The catalyst is C1COCC1. (2) The reactants are Cl.Cl.[NH2:3][CH2:4][CH2:5][C:6]1[NH:7][C:8]2[CH:14]=[CH:13][CH:12]=[CH:11][C:9]=2[N:10]=1.[C:15]1(=O)[O:20][C:18](=[O:19])[C:17]2=[CH:21][CH:22]=[CH:23][CH:24]=[C:16]12.C(N(CC)CC)C. The catalyst is C(Cl)(Cl)Cl.C(OCC)(=O)C. The product is [C:15]1(=[O:20])[N:3]([CH2:4][CH2:5][C:6]2[NH:10][C:9]3[CH:11]=[CH:12][CH:13]=[CH:14][C:8]=3[N:7]=2)[C:18](=[O:19])[C:17]2=[CH:21][CH:22]=[CH:23][CH:24]=[C:16]12. The yield is 0.714. (3) The reactants are [CH3:1][O:2][C:3]1[C:8]2[O:9][CH2:10][O:11][C:7]=2[CH:6]=[C:5]([CH2:12]O)[CH:4]=1.C([O-])(O)=O.[Na+].O=S(Cl)[Cl:21]. No catalyst specified. The product is [Cl:21][CH2:12][C:5]1[CH:4]=[C:3]([O:2][CH3:1])[C:8]2[O:9][CH2:10][O:11][C:7]=2[CH:6]=1. The yield is 0.940. (4) The reactants are C=O.[CH3:3][C:4]1[S:13][C:12]2[NH:11][C:10]3[CH:14]=[CH:15][CH:16]=[CH:17][C:9]=3[N:8]=[C:7]([N:18]3[CH2:23][CH2:22][NH:21][C@@H:20]([CH2:24][CH2:25][C:26]4[CH:31]=[CH:30][CH:29]=[CH:28][CH:27]=4)[CH2:19]3)[C:6]=2[CH:5]=1.[C:32](O[BH-](OC(=O)C)OC(=O)C)(=O)C.[Na+]. The catalyst is ClC(Cl)C. The product is [CH3:3][C:4]1[S:13][C:12]2[NH:11][C:10]3[CH:14]=[CH:15][CH:16]=[CH:17][C:9]=3[N:8]=[C:7]([N:18]3[CH2:23][CH2:22][N:21]([CH3:32])[C@@H:20]([CH2:24][CH2:25][C:26]4[CH:31]=[CH:30][CH:29]=[CH:28][CH:27]=4)[CH2:19]3)[C:6]=2[CH:5]=1. The yield is 0.670. (5) The catalyst is C(Cl)Cl. The product is [CH2:30]([O:37][C:38]1[CH:39]=[CH:40][C:41]([C:42]([O:27][C:24]2[CH:25]=[CH:26][C:21]([CH2:20][CH:12]([NH:11][C:9]([O:8][CH2:1][C:2]3[CH:3]=[CH:4][CH:5]=[CH:6][CH:7]=3)=[O:10])[C:13]([O:15][C:16]([CH3:17])([CH3:19])[CH3:18])=[O:14])=[CH:22][C:23]=2[O:28][CH3:29])=[O:43])=[CH:45][CH:46]=1)[CH2:31][CH2:32][CH2:33][CH2:34][CH2:35][CH3:36]. The reactants are [CH2:1]([O:8][C:9]([NH:11][CH:12]([CH2:20][C:21]1[CH:26]=[CH:25][C:24]([OH:27])=[C:23]([O:28][CH3:29])[CH:22]=1)[C:13]([O:15][C:16]([CH3:19])([CH3:18])[CH3:17])=[O:14])=[O:10])[C:2]1[CH:7]=[CH:6][CH:5]=[CH:4][CH:3]=1.[CH2:30]([O:37][C:38]1[CH:46]=[CH:45][C:41]([C:42](Cl)=[O:43])=[CH:40][CH:39]=1)[CH2:31][CH2:32][CH2:33][CH2:34][CH2:35][CH3:36]. The yield is 0.750. (6) The reactants are O[O:2][S:3]([O-:5])=O.[K+].[OH:7][C:8]1[C:13]([N+:14]([O-:16])=[O:15])=[CH:12][CH:11]=[CH:10][C:9]=1[C:17](=[O:28])/[CH:18]=[CH:19]/[C:20]1[CH:25]=[CH:24][CH:23]=[CH:22][C:21]=1SC.[CH2:29]1COCC1.CO. The catalyst is O. The product is [OH:7][C:8]1[C:13]([N+:14]([O-:16])=[O:15])=[CH:12][CH:11]=[CH:10][C:9]=1[C:17](=[O:28])/[CH:18]=[CH:19]/[C:20]1[CH:21]=[CH:22][CH:23]=[CH:24][C:25]=1[S:3]([CH3:29])(=[O:5])=[O:2]. The yield is 0.580. (7) The reactants are [N:1]1([C:5]2([C:10]#[N:11])[CH2:9][CH2:8][CH2:7][CH2:6]2)[CH2:4][CH2:3][CH2:2]1.[C:12]1([Li])[CH:17]=[CH:16][CH:15]=[CH:14][CH:13]=1.[BH4-].[Na+].NC(C1C=CC=CC=1)C1(N(C)C)CCCC1. The catalyst is C1COCC1.CO. The product is [N:1]1([C:5]2([CH:10]([C:12]3[CH:17]=[CH:16][CH:15]=[CH:14][CH:13]=3)[NH2:11])[CH2:9][CH2:8][CH2:7][CH2:6]2)[CH2:2][CH2:3][CH2:4]1. The yield is 0.470.